The task is: Predict the reactants needed to synthesize the given product.. This data is from Full USPTO retrosynthesis dataset with 1.9M reactions from patents (1976-2016). Given the product [OH:1][C:2]1[C:11]2[C:6](=[N:7][CH:8]=[CH:9][CH:10]=2)[N:5]([CH2:12][CH2:13][CH:14]([CH3:16])[CH3:15])[C:4](=[O:17])[C:3]=1[C:18]1[NH:23][C:22]2[CH:24]=[CH:25][C:26]([NH:28][S:29]([N:32]3[CH2:36][CH2:35][O:34][C:33]3=[O:38])(=[O:31])=[O:30])=[CH:27][C:21]=2[S:20](=[O:40])(=[O:39])[N:19]=1, predict the reactants needed to synthesize it. The reactants are: [OH:1][C:2]1[C:11]2[C:6](=[N:7][CH:8]=[CH:9][CH:10]=2)[N:5]([CH2:12][CH2:13][CH:14]([CH3:16])[CH3:15])[C:4](=[O:17])[C:3]=1[C:18]1[NH:23][C:22]2[CH:24]=[CH:25][C:26]([NH:28][S:29]([NH:32][C:33](=[O:38])[O:34][CH2:35][CH2:36]Cl)(=[O:31])=[O:30])=[CH:27][C:21]=2[S:20](=[O:40])(=[O:39])[N:19]=1.C(N(CC)CC)C.Cl.